Dataset: Full USPTO retrosynthesis dataset with 1.9M reactions from patents (1976-2016). Task: Predict the reactants needed to synthesize the given product. (1) The reactants are: [O:1]=[C:2]1[CH2:9][CH:8]2[N:10]([C:11]([O:13][C:14]([CH3:17])([CH3:16])[CH3:15])=[O:12])[CH:4]([CH2:5][O:6][CH2:7]2)[CH2:3]1.[Li+].CC([N-]C(C)C)C.C1C=CC(N([S:33]([C:36]([F:39])([F:38])[F:37])(=[O:35])=[O:34])[S:33]([C:36]([F:39])([F:38])[F:37])(=[O:35])=[O:34])=CC=1. Given the product [O:1]=[C:2]1[CH2:3][CH:4]2[N:10]([C:11]([O:13][C:14]([CH3:17])([CH3:16])[CH3:15])=[O:12])[CH:8]([CH2:7][O:6][CH2:5]2)[CH2:9]1.[F:37][C:36]([F:39])([F:38])[S:33]([O:1][C:2]1[CH2:3][CH:4]2[N:10]([C:11]([O:13][C:14]([CH3:17])([CH3:16])[CH3:15])=[O:12])[CH:8]([CH2:7][O:6][CH2:5]2)[CH:9]=1)(=[O:35])=[O:34], predict the reactants needed to synthesize it. (2) Given the product [F:14][C:12]1[CH:11]=[CH:10][C:9]([N+:15]([O-:17])=[O:16])=[C:8]([CH:13]=1)[O:1][C@H:2]1[CH2:6][CH2:5][O:4][CH2:3]1, predict the reactants needed to synthesize it. The reactants are: [OH:1][C@H:2]1[CH2:6][CH2:5][O:4][CH2:3]1.F[C:8]1[CH:13]=[C:12]([F:14])[CH:11]=[CH:10][C:9]=1[N+:15]([O-:17])=[O:16]. (3) Given the product [O:1]1[CH2:6][CH2:5][CH2:4][CH:3]([CH2:7][CH2:8][CH:9]=[O:10])[CH2:2]1, predict the reactants needed to synthesize it. The reactants are: [O:1]1[CH2:6][CH2:5][CH2:4][CH:3]([CH2:7][CH2:8][CH2:9][OH:10])[CH2:2]1.CC(OI1(OC(C)=O)(OC(C)=O)OC(=O)C2C=CC=CC1=2)=O.CCOCC.C([O-])([O-])=O.[K+].[K+]. (4) Given the product [C:44]([O:43][C:41]([N:38]1[CH2:37][CH:36]=[C:35]([C:2]2[CH:3]=[CH:4][CH:5]=[C:6]([N:8]3[CH2:13][CH2:12][N:11]4[N:14]=[C:15]([CH2:17][O:18][C:19]5[CH:24]=[CH:23][CH:22]=[CH:21][CH:20]=5)[CH:16]=[C:10]4[C:9]3=[O:25])[N:7]=2)[CH2:40][CH2:39]1)=[O:42])([CH3:47])([CH3:45])[CH3:46], predict the reactants needed to synthesize it. The reactants are: Br[C:2]1[N:7]=[C:6]([N:8]2[CH2:13][CH2:12][N:11]3[N:14]=[C:15]([CH2:17][O:18][C:19]4[CH:24]=[CH:23][CH:22]=[CH:21][CH:20]=4)[CH:16]=[C:10]3[C:9]2=[O:25])[CH:5]=[CH:4][CH:3]=1.B1([C:35]2[CH2:40][CH2:39][N:38]([C:41]([O:43][C:44]([CH3:47])([CH3:46])[CH3:45])=[O:42])[CH2:37][CH:36]=2)OC(C)(C)C(C)(C)O1.C(=O)([O-])[O-].[K+].[K+].